From a dataset of Forward reaction prediction with 1.9M reactions from USPTO patents (1976-2016). Predict the product of the given reaction. Given the reactants [OH:1][C:2]([C:43]1[S:44][CH:45]=[CH:46][CH:47]=1)([C:38]1[S:39][CH:40]=[CH:41][CH:42]=1)[C:3]([O:5][C@H:6]1[CH2:11][CH2:10][C@H:9]([N:12]([CH2:14][CH2:15][O:16][C:17]([NH:19][C:20]2[CH:25]=[C:24]([O:26][CH3:27])[C:23]([CH2:28][O:29][Si](C(C)(C)C)(C)C)=[CH:22][C:21]=2[Cl:37])=[O:18])[CH3:13])[CH2:8][CH2:7]1)=[O:4].Cl.C(=O)([O-])O.[Na+], predict the reaction product. The product is: [OH:1][C:2]([C:38]1[S:39][CH:40]=[CH:41][CH:42]=1)([C:43]1[S:44][CH:45]=[CH:46][CH:47]=1)[C:3]([O:5][C@H:6]1[CH2:7][CH2:8][C@H:9]([N:12]([CH2:14][CH2:15][O:16][C:17]([NH:19][C:20]2[CH:25]=[C:24]([O:26][CH3:27])[C:23]([CH2:28][OH:29])=[CH:22][C:21]=2[Cl:37])=[O:18])[CH3:13])[CH2:10][CH2:11]1)=[O:4].